From a dataset of Forward reaction prediction with 1.9M reactions from USPTO patents (1976-2016). Predict the product of the given reaction. (1) Given the reactants [CH3:1][C:2]1[CH:3]=[CH:4][C:5]([C:8]#[N:9])=[N:6][CH:7]=1.ClC1C=C(C=CC=1)C(OO)=[O:15], predict the reaction product. The product is: [C:8]([C:5]1[CH:4]=[CH:3][C:2]([CH3:1])=[CH:7][N+:6]=1[O-:15])#[N:9]. (2) Given the reactants I[C:2]1[CH:7]=[CH:6][CH:5]=[CH:4][C:3]=1[N+:8]([O-])=O.[NH:11]1[CH2:16][CH2:15][CH2:14][CH2:13][C:12]1=O, predict the reaction product. The product is: [CH2:16]1[N:11]2[C:2]3[CH:7]=[CH:6][CH:5]=[CH:4][C:3]=3[N:8]=[C:12]2[CH2:13][CH2:14][CH2:15]1. (3) Given the reactants C1(P(C2CCCCC2)C2C=CC=CC=2C2C(C(C)C)=CC(C(C)C)=CC=2C(C)C)CCCCC1.Cl[C:36]1[N:41]=[C:40]([NH:42][C@@H:43]([CH:45]2[CH2:48][CH2:47][CH2:46]2)[CH3:44])[C:39]2[N:49]([CH2:52][C:53]3[CH:58]=[CH:57][C:56]([C:59]([F:62])([F:61])[F:60])=[CH:55][CH:54]=3)[CH:50]=[N:51][C:38]=2[CH:37]=1.C[C:64]([N:66](C)C)=O, predict the reaction product. The product is: [CH:45]1([C@H:43]([NH:42][C:40]2[C:39]3[N:49]([CH2:52][C:53]4[CH:54]=[CH:55][C:56]([C:59]([F:61])([F:60])[F:62])=[CH:57][CH:58]=4)[CH:50]=[N:51][C:38]=3[CH:37]=[C:36]([C:64]#[N:66])[N:41]=2)[CH3:44])[CH2:48][CH2:47][CH2:46]1. (4) Given the reactants [Cl:1][C:2]1[CH:7]=[C:6]([Cl:8])[CH:5]=[CH:4][C:3]=1[C:9]1[N:10]=[C:11](/[CH:16]=[CH:17]/[C:18]2[CH:23]=[CH:22][C:21]([C:24]3[CH:29]=[CH:28][C:27]([OH:30])=[CH:26][CH:25]=3)=[CH:20][CH:19]=2)[N:12]([CH2:14][CH3:15])[CH:13]=1.F[C:32]1[CH:41]=[CH:40][C:35]([C:36]([O:38][CH3:39])=[O:37])=[CH:34][C:33]=1[N+:42]([O-:44])=[O:43], predict the reaction product. The product is: [CH3:39][O:38][C:36](=[O:37])[C:35]1[CH:40]=[CH:41][C:32]([O:30][C:27]2[CH:26]=[CH:25][C:24]([C:21]3[CH:22]=[CH:23][C:18](/[CH:17]=[CH:16]/[C:11]4[N:12]([CH2:14][CH3:15])[CH:13]=[C:9]([C:3]5[CH:4]=[CH:5][C:6]([Cl:8])=[CH:7][C:2]=5[Cl:1])[N:10]=4)=[CH:19][CH:20]=3)=[CH:29][CH:28]=2)=[C:33]([N+:42]([O-:44])=[O:43])[CH:34]=1. (5) Given the reactants [Cl:1][C:2]1[CH:7]=[CH:6][CH:5]=[C:4]([Cl:8])[C:3]=1[CH2:9][S:10]([C:13]1[CH:14]=[C:15]2[C:19](=[CH:20][CH:21]=1)[NH:18][C:17](=[O:22])/[C:16]/2=[CH:23]\[C:24]1[NH:28][C:27]([CH3:29])=[C:26]([CH2:30][C:31](O)=[O:32])[C:25]=1[CH3:34])(=[O:12])=[O:11].C1C=CC2N(O)N=NC=2C=1.CCN=C=NCCCN(C)C.[CH:56]1([NH:59][CH2:60][C@@H:61]2[CH2:66][CH2:65][CH2:64][NH:63][CH2:62]2)[CH2:58][CH2:57]1, predict the reaction product. The product is: [CH:56]1([NH:59][CH2:60][C@@H:61]2[CH2:66][CH2:65][CH2:64][N:63]([C:31](=[O:32])[CH2:30][C:26]3[C:25]([CH3:34])=[C:24](/[CH:23]=[C:16]4\[C:17](=[O:22])[NH:18][C:19]5[C:15]\4=[CH:14][C:13]([S:10]([CH2:9][C:3]4[C:4]([Cl:8])=[CH:5][CH:6]=[CH:7][C:2]=4[Cl:1])(=[O:11])=[O:12])=[CH:21][CH:20]=5)[NH:28][C:27]=3[CH3:29])[CH2:62]2)[CH2:58][CH2:57]1. (6) Given the reactants [Cl:1][C:2]1[CH:7]=[CH:6][C:5]([N:8]2[CH:12]=[CH:11][CH:10]=[C:9]2/[CH:13]=[CH:14]/[C:15]([O:17][CH3:18])=[O:16])=[C:4]([C:19]([C:21]2[C:30]3[C:25](=[CH:26][CH:27]=[CH:28][CH:29]=3)[CH:24]=[CH:23][CH:22]=2)=[O:20])[CH:3]=1.[BH4-].[Na+], predict the reaction product. The product is: [Cl:1][C:2]1[CH:7]=[CH:6][C:5]2[N:8]3[CH:12]=[CH:11][CH:10]=[C:9]3[CH:13]([CH2:14][C:15]([O:17][CH3:18])=[O:16])[O:20][CH:19]([C:21]3[C:30]4[C:25](=[CH:26][CH:27]=[CH:28][CH:29]=4)[CH:24]=[CH:23][CH:22]=3)[C:4]=2[CH:3]=1.